This data is from Forward reaction prediction with 1.9M reactions from USPTO patents (1976-2016). The task is: Predict the product of the given reaction. (1) Given the reactants [OH-].[Li+].C[O:4][C:5](=[O:30])[CH:6]([NH:22][C:23]([O:25][C:26]([CH3:29])([CH3:28])[CH3:27])=[O:24])[C:7]1[CH:12]=[CH:11][C:10]([C:13](=[O:21])[NH:14][C:15]2[CH:20]=[CH:19][N:18]=[CH:17][CH:16]=2)=[CH:9][CH:8]=1.Cl, predict the reaction product. The product is: [C:26]([O:25][C:23]([NH:22][CH:6]([C:7]1[CH:12]=[CH:11][C:10]([C:13](=[O:21])[NH:14][C:15]2[CH:20]=[CH:19][N:18]=[CH:17][CH:16]=2)=[CH:9][CH:8]=1)[C:5]([OH:30])=[O:4])=[O:24])([CH3:29])([CH3:27])[CH3:28]. (2) Given the reactants [CH3:1][O:2][C:3]1[CH:4]=[C:5]2[C:10](=[CH:11][C:12]=1[O:13][CH3:14])[N:9]=[CH:8][CH:7]=[C:6]2[O:15][C:16]1[CH:22]=[CH:21][C:19]([NH2:20])=[C:18]([C:23]([F:26])([F:25])[F:24])[CH:17]=1.C(N(CC)CC)C.ClC(Cl)(O[C:38](=[O:44])OC(Cl)(Cl)Cl)Cl.[S:46]1[CH:50]=[CH:49][N:48]=[C:47]1[C@H:51]([NH2:53])[CH3:52], predict the reaction product. The product is: [CH3:1][O:2][C:3]1[CH:4]=[C:5]2[C:10](=[CH:11][C:12]=1[O:13][CH3:14])[N:9]=[CH:8][CH:7]=[C:6]2[O:15][C:16]1[CH:22]=[CH:21][C:19]([NH:20][C:38]([NH:53][C@@H:51]([C:47]2[S:46][CH:50]=[CH:49][N:48]=2)[CH3:52])=[O:44])=[C:18]([C:23]([F:25])([F:26])[F:24])[CH:17]=1. (3) Given the reactants [C:1](#N)[CH3:2].C[OH:5].[Cl:6]CC([N:10]1[C@H:14]([C:15]#[N:16])[CH2:13][S:12][CH2:11]1)=O.[N+:17]([C:20]1[CH:21]=[CH:22][C:23]([NH:26][C@H:27]2[CH2:32][CH2:31][C@H:30]([NH2:33])[CH2:29][CH2:28]2)=[N:24][CH:25]=1)([O-:19])=[O:18], predict the reaction product. The product is: [ClH:6].[ClH:6].[C:15]([CH:14]1[CH2:13][S:12][C@H:11]([C:1](=[O:5])[CH3:2])[N:10]1[NH:33][C@H:30]1[CH2:29][CH2:28][C@H:27]([NH:26][C:23]2[CH:22]=[CH:21][C:20]([N+:17]([O-:19])=[O:18])=[CH:25][N:24]=2)[CH2:32][CH2:31]1)#[N:16]. (4) Given the reactants Cl.Cl.[Cl:3][C:4]1[CH:5]=[C:6]([C:16](=[O:20])[CH2:17][CH2:18][CH3:19])[CH:7]=[N:8][C:9]=1[N:10]1[CH2:15][CH2:14][NH:13][CH2:12][CH2:11]1.[Cl:21][C:22]1[S:26][C:25]([S:27]([NH:30][C:31](=O)[O:32]CC(Cl)(Cl)Cl)(=[O:29])=[O:28])=[CH:24][CH:23]=1.CCN(C(C)C)C(C)C.CC(O)=O, predict the reaction product. The product is: [C:16]([C:6]1[CH:5]=[C:4]([Cl:3])[C:9]([N:10]2[CH2:15][CH2:14][N:13]([C:31]([NH:30][S:27]([C:25]3[S:26][C:22]([Cl:21])=[CH:23][CH:24]=3)(=[O:29])=[O:28])=[O:32])[CH2:12][CH2:11]2)=[N:8][CH:7]=1)(=[O:20])[CH2:17][CH2:18][CH3:19]. (5) Given the reactants Br[C:2]1[C:11]2[C:6](=[CH:7][CH:8]=[C:9]([OH:12])[CH:10]=2)[N:5]=[C:4]2[C:13]3[C:18]([O:19][CH2:20][C:3]=12)=[CH:17][C:16]([OH:21])=[CH:15][CH:14]=3.[CH3:22][O:23][C:24]1[CH:25]=[C:26](B(O)O)[CH:27]=[CH:28][CH:29]=1, predict the reaction product. The product is: [OH:21][C:16]1[CH:17]=[C:18]2[O:19][CH2:20][C:3]3[C:4](=[N:5][C:6]4[C:11]([C:2]=3[C:28]3[CH:27]=[CH:26][CH:25]=[C:24]([O:23][CH3:22])[CH:29]=3)=[CH:10][C:9]([OH:12])=[CH:8][CH:7]=4)[C:13]2=[CH:14][CH:15]=1. (6) Given the reactants [C:1]([C:3]1[CH:8]=[CH:7][C:6]([CH:9]([N:13]2[CH:17]=[CH:16][N:15]=[C:14]2[CH3:18])[CH2:10][CH:11]=[CH2:12])=[CH:5][C:4]=1[F:19])#[N:2].C12BC(CCC1)CCC2.C([O-])(O)=[O:30].[Na+].OO, predict the reaction product. The product is: [C:1]([C:3]1[CH:8]=[CH:7][C:6]([CH:9]([N:13]2[CH:17]=[CH:16][N:15]=[C:14]2[CH3:18])[CH2:10][CH2:11][CH2:12][OH:30])=[CH:5][C:4]=1[F:19])#[N:2].